From a dataset of Reaction yield outcomes from USPTO patents with 853,638 reactions. Predict the reaction yield, written as a fraction of the theoretical maximum amount of product (1.0 means a 100% yield; for example, 0.34 means a 34% yield). (1) The yield is 0.510. The catalyst is CC(C)=O. The reactants are [O:1]=[C:2]1[C:8]2[CH:9]=[CH:10][N:11]=[CH:12][C:7]=2[O:6][C:5]2[CH:13]=[CH:14][CH:15]=[CH:16][C:4]=2[N:3]1[CH2:17][CH2:18][O:19][C:20]1[CH:29]=[CH:28][C:23]([C:24]([O:26][CH3:27])=[O:25])=[CH:22][CH:21]=1.[CH3:30]I. The product is [CH3:30][N:11]1[CH2:10][CH2:9][C:8]2[C:2](=[O:1])[N:3]([CH2:17][CH2:18][O:19][C:20]3[CH:21]=[CH:22][C:23]([C:24]([O:26][CH3:27])=[O:25])=[CH:28][CH:29]=3)[C:4]3[CH:16]=[CH:15][CH:14]=[CH:13][C:5]=3[O:6][C:7]=2[CH2:12]1. (2) The reactants are CO.[OH-].[Na+].[NH2:5][C:6]1[C:11]([C:12]2[O:16][N:15]=[C:14]([CH2:17][C:18]3[CH:23]=[CH:22][C:21]([OH:24])=[CH:20][CH:19]=3)[CH:13]=2)=[CH:10][CH:9]=[CH:8][N:7]=1.Cl[CH2:26][C:27]1[CH:32]=[CH:31][CH:30]=[C:29]([CH3:33])[N:28]=1. The catalyst is CN(C)C=O. The product is [CH3:26][C:27]1[N:28]=[C:29]([CH2:33][O:24][C:21]2[CH:22]=[CH:23][C:18]([CH2:17][C:14]3[CH:13]=[C:12]([C:11]4[C:6]([NH2:5])=[N:7][CH:8]=[CH:9][CH:10]=4)[O:16][N:15]=3)=[CH:19][CH:20]=2)[CH:30]=[CH:31][CH:32]=1. The yield is 0.517. (3) The reactants are [C:1]([C:4]1[CH:5]=[C:6]([S:10]([NH:13][C:14]2[CH:43]=[CH:42][C:17]([CH2:18][C:19]3[N:20]([CH2:32][C:33]4[CH:41]=[CH:40][C:36]([C:37]([OH:39])=[O:38])=[CH:35][CH:34]=4)[CH:21]=[C:22]([C:24]4[CH:29]=[CH:28][C:27]([Cl:30])=[CH:26][C:25]=4[Cl:31])[N:23]=3)=[CH:16][CH:15]=2)(=[O:12])=[O:11])[CH:7]=[CH:8][CH:9]=1)(=[O:3])[CH3:2].[CH3:44]I. No catalyst specified. The product is [C:1]([C:4]1[CH:5]=[C:6]([S:10]([N:13]([CH3:44])[C:14]2[CH:43]=[CH:42][C:17]([CH2:18][C:19]3[N:20]([CH2:32][C:33]4[CH:34]=[CH:35][C:36]([C:37]([OH:39])=[O:38])=[CH:40][CH:41]=4)[CH:21]=[C:22]([C:24]4[CH:29]=[CH:28][C:27]([Cl:30])=[CH:26][C:25]=4[Cl:31])[N:23]=3)=[CH:16][CH:15]=2)(=[O:11])=[O:12])[CH:7]=[CH:8][CH:9]=1)(=[O:3])[CH3:2]. The yield is 0.420. (4) The yield is 0.730. The reactants are [CH3:1][O:2][C:3](=[O:14])[CH2:4][C:5]1[CH:10]=[CH:9][C:8]([NH:11][CH:12]=O)=[CH:7][CH:6]=1.CSC.B.CO. The product is [CH3:1][O:2][C:3](=[O:14])[CH2:4][C:5]1[CH:10]=[CH:9][C:8]([NH:11][CH3:12])=[CH:7][CH:6]=1. The catalyst is C1COCC1. (5) The reactants are [CH3:1][C:2]1[CH:11]=[CH:10][C:9]2[C:4](=[CH:5][CH:6]=[CH:7][C:8]=2[N:12]2[CH2:17][CH2:16][N:15]([CH2:18][CH2:19][C:20]3[CH:21]=[C:22]([CH:24]=[CH:25][CH:26]=3)[NH2:23])[CH2:14][CH2:13]2)[N:3]=1.[C:27]1([CH2:33][C:34](Cl)=[O:35])[CH:32]=[CH:31][CH:30]=[CH:29][CH:28]=1. No catalyst specified. The product is [CH3:1][C:2]1[CH:11]=[CH:10][C:9]2[C:4](=[CH:5][CH:6]=[CH:7][C:8]=2[N:12]2[CH2:13][CH2:14][N:15]([CH2:18][CH2:19][C:20]3[CH:21]=[C:22]([NH:23][C:34](=[O:35])[CH2:33][C:27]4[CH:32]=[CH:31][CH:30]=[CH:29][CH:28]=4)[CH:24]=[CH:25][CH:26]=3)[CH2:16][CH2:17]2)[N:3]=1. The yield is 0.640.